This data is from Hepatocyte clearance measurements from AstraZeneca. The task is: Regression/Classification. Given a drug SMILES string, predict its absorption, distribution, metabolism, or excretion properties. Task type varies by dataset: regression for continuous measurements (e.g., permeability, clearance, half-life) or binary classification for categorical outcomes (e.g., BBB penetration, CYP inhibition). For this dataset (clearance_hepatocyte_az), we predict log10(clearance) (log10 of the in vitro intrinsic clearance, CLint, in uL/min per 10^6 hepatocytes; values are censored to the assay range of 3 to 150, which is 0.477 to 2.18 on this log10 scale). (1) The molecule is C[C@H]1CN(Cc2cc(Cl)ccc2CC(=O)O)CCN1S(=O)(=O)Cc1ccccc1. The log10(clearance) is 0.940. (2) The drug is Cc1c(CC(=O)O)c2cc(F)ccc2n1S(=O)(=O)c1ccc(S(C)(=O)=O)cc1. The log10(clearance) is 0.900.